This data is from Catalyst prediction with 721,799 reactions and 888 catalyst types from USPTO. The task is: Predict which catalyst facilitates the given reaction. (1) Reactant: [OH:1][N:2]=[C:3]([C:10]1[N:14]([CH3:15])[CH:13]=[N:12][CH:11]=1)[C:4]1[CH:9]=[CH:8][CH:7]=[CH:6][CH:5]=1.Cl.Cl[CH2:18][C:19]1[N:20]=[C:21]([NH2:24])[S:22][CH:23]=1.C(=O)([O-])[O-].[Cs+].[Cs+].[I-].[K+]. Product: [CH3:15][N:14]1[C:10]([C:3](=[N:2][O:1][CH2:18][C:19]2[N:20]=[C:21]([NH2:24])[S:22][CH:23]=2)[C:4]2[CH:5]=[CH:6][CH:7]=[CH:8][CH:9]=2)=[CH:11][N:12]=[CH:13]1. The catalyst class is: 10. (2) Reactant: [CH3:1][O:2][C:3]1[CH:4]=[CH:5][CH:6]=[C:7]2[C:12]=1[N:11]=[C:10]([C:13]([F:16])([F:15])[F:14])[CH:9]=[CH:8]2.[Br:17]Br.C(=O)([O-])O.[Na+]. Product: [Br:17][C:6]1[CH:5]=[CH:4][C:3]([O:2][CH3:1])=[C:12]2[C:7]=1[CH:8]=[CH:9][C:10]([C:13]([F:16])([F:14])[F:15])=[N:11]2. The catalyst class is: 5. (3) Reactant: [CH3:1][S:2]([C:5]1[CH:6]=[C:7]2[C:11](=[CH:12][CH:13]=1)[N:10]([CH2:14][C:15]1[CH:20]=[CH:19][C:18]([CH:21]3[CH2:26][CH2:25][N:24](C(OC(C)(C)C)=O)[CH2:23][CH2:22]3)=[CH:17][N:16]=1)[CH:9]=[CH:8]2)(=[O:4])=[O:3].FC(F)(F)C(O)=O. Product: [CH3:1][S:2]([C:5]1[CH:6]=[C:7]2[C:11](=[CH:12][CH:13]=1)[N:10]([CH2:14][C:15]1[CH:20]=[CH:19][C:18]([CH:21]3[CH2:26][CH2:25][NH:24][CH2:23][CH2:22]3)=[CH:17][N:16]=1)[CH:9]=[CH:8]2)(=[O:4])=[O:3]. The catalyst class is: 4. (4) Reactant: C([O:3][C:4]([C:6]1[N:7]([CH2:15][C:16]#[N:17])[C:8]2[C:13]([CH:14]=1)=[CH:12][CH:11]=[CH:10][CH:9]=2)=[O:5])C.O[Li].O. Product: [C:16]([CH2:15][N:7]1[C:8]2[C:13](=[CH:12][CH:11]=[CH:10][CH:9]=2)[CH:14]=[C:6]1[C:4]([OH:5])=[O:3])#[N:17]. The catalyst class is: 20. (5) Reactant: Br[C:2]1[CH:7]=[C:6]([O:8][CH3:9])[C:5]([O:10][CH3:11])=[C:4]([O:12][CH3:13])[CH:3]=1.C([O-])([O-])=O.[K+].[K+].[C:20]1([S:26]([N:29]2[C:37]3[C:32](=[CH:33][C:34]([F:38])=[CH:35][CH:36]=3)[CH:31]=[C:30]2[C:39]2[CH:40]=[C:41]([CH:44]=[CH:45][CH:46]=2)[CH:42]=[O:43])(=[O:28])=[O:27])[CH:25]=[CH:24][CH:23]=[CH:22][CH:21]=1. Product: [C:20]1([S:26]([N:29]2[C:37]3[C:32](=[CH:33][C:34]([F:38])=[CH:35][CH:36]=3)[CH:31]=[C:30]2[C:39]2[CH:40]=[C:41]([CH:42]([C:2]3[CH:7]=[C:6]([O:8][CH3:9])[C:5]([O:10][CH3:11])=[C:4]([O:12][CH3:13])[CH:3]=3)[OH:43])[CH:44]=[CH:45][CH:46]=2)(=[O:28])=[O:27])[CH:21]=[CH:22][CH:23]=[CH:24][CH:25]=1. The catalyst class is: 1. (6) Reactant: [F:1][C:2]1[CH:7]=[C:6]([F:8])[CH:5]=[CH:4][C:3]=1[N:9]1[CH:13]([C:14]2[CH:19]=[CH:18][C:17]([N:20]3[CH2:25][CH2:24][N:23](C(OC(C)(C)C)=O)[CH2:22][CH2:21]3)=[CH:16][CH:15]=2)[CH2:12][C:11]([C:33]([C:39]([F:42])([F:41])[F:40])([C:35]([F:38])([F:37])[F:36])[OH:34])=[N:10]1.[ClH:43]. Product: [ClH:43].[F:1][C:2]1[CH:7]=[C:6]([F:8])[CH:5]=[CH:4][C:3]=1[N:9]1[CH:13]([C:14]2[CH:15]=[CH:16][C:17]([N:20]3[CH2:21][CH2:22][NH:23][CH2:24][CH2:25]3)=[CH:18][CH:19]=2)[CH2:12][C:11]([C:33]([C:35]([F:36])([F:37])[F:38])([C:39]([F:41])([F:40])[F:42])[OH:34])=[N:10]1. The catalyst class is: 13. (7) Reactant: [Br:1][C:2]1[CH:7]=[CH:6][CH:5]=[CH:4][C:3]=1[NH:8][C:9](=[O:14])[CH2:10][C:11](=O)[CH3:12].O. Product: [Br:1][C:2]1[CH:7]=[CH:6][CH:5]=[C:4]2[C:3]=1[NH:8][C:9](=[O:14])[CH:10]=[C:11]2[CH3:12]. The catalyst class is: 65. (8) The catalyst class is: 12. Reactant: C(OC(=O)[NH:7][C@@H:8]([C:10](=[O:14])[N:11]([CH3:13])[CH3:12])[CH3:9])(C)(C)C.[ClH:16]. Product: [ClH:16].[NH2:7][C@H:8]([CH3:9])[C:10]([N:11]([CH3:13])[CH3:12])=[O:14]. (9) Reactant: [O:1]=[C:2]1[CH2:10][C:9]2[C:4](=[CH:5][C:6]([C:11]([C:13]3[CH:14]=[C:15]([NH:19][C:20]([C:22]4[S:23][CH:24]=[CH:25][CH:26]=4)=[O:21])[CH:16]=[CH:17][CH:18]=3)=[O:12])=[CH:7][CH:8]=2)[NH:3]1.[CH:27](OCC)=[O:28].[O-]CC.[Na+].Cl. Product: [OH:28][CH:27]=[C:10]1[C:9]2[C:4](=[CH:5][C:6]([C:11]([C:13]3[CH:14]=[C:15]([NH:19][C:20]([C:22]4[S:23][CH:24]=[CH:25][CH:26]=4)=[O:21])[CH:16]=[CH:17][CH:18]=3)=[O:12])=[CH:7][CH:8]=2)[NH:3][C:2]1=[O:1]. The catalyst class is: 8.